From a dataset of Peptide-MHC class I binding affinity with 185,985 pairs from IEDB/IMGT. Regression. Given a peptide amino acid sequence and an MHC pseudo amino acid sequence, predict their binding affinity value. This is MHC class I binding data. The peptide sequence is TLYCVHQGI. The MHC is HLA-B15:03 with pseudo-sequence HLA-B15:03. The binding affinity (normalized) is 0.243.